Dataset: CYP3A4 inhibition data for predicting drug metabolism from PubChem BioAssay. Task: Regression/Classification. Given a drug SMILES string, predict its absorption, distribution, metabolism, or excretion properties. Task type varies by dataset: regression for continuous measurements (e.g., permeability, clearance, half-life) or binary classification for categorical outcomes (e.g., BBB penetration, CYP inhibition). Dataset: cyp3a4_veith. (1) The compound is Cc1cc2ccc(OC(=O)c3ccc(N=C(N)N)cc3)cc2oc1=O. The result is 0 (non-inhibitor). (2) The compound is CC(=O)NN1C(=O)c2ccc(Oc3cccc([N+](=O)[O-])c3)cc2C1=O. The result is 0 (non-inhibitor). (3) The drug is O=C(Cn1cccc1C(=O)c1ccccc1)NCc1cccs1. The result is 1 (inhibitor). (4) The result is 1 (inhibitor). The compound is O=C(CCN1C(=O)C2C3C=CC(C3)C2C1=O)Nc1ccc2ncccc2c1. (5) The molecule is Cc1onc(-c2c(Cl)cccc2Cl)c1C(=O)N1CCc2ccccc2C1. The result is 1 (inhibitor). (6) The result is 0 (non-inhibitor). The drug is COC(=O)N1CCC2(CCN(C(=O)Nc3ccc(OC)cc3)CC2)CC1. (7) The molecule is CC(=O)N=c1sccn1CC(=O)c1ccc([N+](=O)[O-])cc1. The result is 1 (inhibitor).